This data is from Reaction yield outcomes from USPTO patents with 853,638 reactions. The task is: Predict the reaction yield, written as a fraction of the theoretical maximum amount of product (1.0 means a 100% yield; for example, 0.34 means a 34% yield). The reactants are [OH-].[Na+].[CH3:3][O:4]/[C:5](=[CH:10]\[C:11]1[CH:16]=[CH:15][C:14]([C:17]2[CH:22]=[CH:21][CH:20]=[C:19]([N:23]([CH3:35])[C:24]([NH:26][CH2:27][CH2:28][C:29]3[CH:34]=[CH:33][CH:32]=[CH:31][CH:30]=3)=[O:25])[CH:18]=2)=[CH:13][CH:12]=1)/[C:6]([O:8]C)=[O:7].C(O)(=O)C. The catalyst is O1CCCC1. The product is [CH3:3][O:4]/[C:5](=[CH:10]\[C:11]1[CH:12]=[CH:13][C:14]([C:17]2[CH:22]=[CH:21][CH:20]=[C:19]([N:23]([CH3:35])[C:24]([NH:26][CH2:27][CH2:28][C:29]3[CH:30]=[CH:31][CH:32]=[CH:33][CH:34]=3)=[O:25])[CH:18]=2)=[CH:15][CH:16]=1)/[C:6]([OH:8])=[O:7]. The yield is 0.710.